From a dataset of NCI-60 drug combinations with 297,098 pairs across 59 cell lines. Regression. Given two drug SMILES strings and cell line genomic features, predict the synergy score measuring deviation from expected non-interaction effect. Drug 1: CC1=C2C(C(=O)C3(C(CC4C(C3C(C(C2(C)C)(CC1OC(=O)C(C(C5=CC=CC=C5)NC(=O)OC(C)(C)C)O)O)OC(=O)C6=CC=CC=C6)(CO4)OC(=O)C)O)C)O. Drug 2: CC1=C(C(=CC=C1)Cl)NC(=O)C2=CN=C(S2)NC3=CC(=NC(=N3)C)N4CCN(CC4)CCO. Cell line: HOP-62. Synergy scores: CSS=6.85, Synergy_ZIP=-3.81, Synergy_Bliss=-1.86, Synergy_Loewe=-2.61, Synergy_HSA=-1.06.